This data is from Reaction yield outcomes from USPTO patents with 853,638 reactions. The task is: Predict the reaction yield, written as a fraction of the theoretical maximum amount of product (1.0 means a 100% yield; for example, 0.34 means a 34% yield). (1) The reactants are [Sn](Cl)(Cl)(Cl)Cl.[S:6]1[CH:10]=[CH:9][C:8]2[CH:11]=[C:12]([C:15]3(O)[C:24]4[C:19](=[CH:20][CH:21]=[CH:22][CH:23]=4)[CH2:18][N:17]([CH3:25])[CH2:16]3)[CH:13]=[CH:14][C:7]1=2.C[Si]([C:31]#[N:32])(C)C.C(=O)([O-])[O-].[K+].[K+].O.[F-].[K+]. The catalyst is ClCCl.O. The product is [S:6]1[CH:10]=[CH:9][C:8]2[CH:11]=[C:12]([C:15]3([C:31]#[N:32])[C:24]4[C:19](=[CH:20][CH:21]=[CH:22][CH:23]=4)[CH2:18][N:17]([CH3:25])[CH2:16]3)[CH:13]=[CH:14][C:7]1=2. The yield is 0.0600. (2) The reactants are [CH3:1][NH:2][C:3]([C:5]1[C:6]2[C:7](=[O:27])[C@H:8]([OH:26])[C@@H:9]([C:20]3[CH:25]=[CH:24][CH:23]=[CH:22][CH:21]=3)[NH:10][C:11]=2[C:12]2[N:17]=[C:16]([CH3:18])[N:15]([CH3:19])[C:13]=2[CH:14]=1)=[O:4].[BH4-].[Na+]. The catalyst is CO. The product is [CH3:1][NH:2][C:3]([C:5]1[C:6]2[C@@H:7]([OH:27])[C@H:8]([OH:26])[C@@H:9]([C:20]3[CH:25]=[CH:24][CH:23]=[CH:22][CH:21]=3)[NH:10][C:11]=2[C:12]2[N:17]=[C:16]([CH3:18])[N:15]([CH3:19])[C:13]=2[CH:14]=1)=[O:4]. The yield is 0.650. (3) The catalyst is CC(C)=O.CC1(C)N([O])C(C)(C)CCC1.CC(O)C. The product is [C:17]([O:16][C:14]([N:10]1[CH2:11][CH2:12][O:13][C@@H:8]([C:7]([OH:2])=[O:6])[CH2:9]1)=[O:15])([CH3:20])([CH3:19])[CH3:18]. The reactants are C([O-])(O)=[O:2].[Na+].[OH:6][CH2:7][C@@H:8]1[O:13][CH2:12][CH2:11][N:10]([C:14]([O:16][C:17]([CH3:20])([CH3:19])[CH3:18])=[O:15])[CH2:9]1.[Na+].[Br-].ClN1C(=O)N(Cl)C(=O)N(Cl)C1=O. The yield is 0.920. (4) The reactants are [C:1]1([CH3:28])[CH:6]=[CH:5][CH:4]=[CH:3][C:2]=1[O:7][C:8]1[CH:13]=[CH:12][CH:11]=[CH:10][C:9]=1[C@:14]([C@@H:22]1[CH2:27][CH2:26][CH2:25][NH:24][CH2:23]1)([OH:21])[CH2:15][CH2:16][CH2:17][CH2:18][O:19][CH3:20].[NH2:29][C:30]1[CH:35]=[C:34]([C:36](O)=[O:37])[CH:33]=[CH:32][N:31]=1.CCN(C(C)C)C(C)C.CN(C(ON1N=NC2C=CC=CC1=2)=[N+](C)C)C.F[P-](F)(F)(F)(F)F.C(O)(C(F)(F)F)=O. The catalyst is CN(C=O)C. The product is [C:1]1([CH3:28])[CH:6]=[CH:5][CH:4]=[CH:3][C:2]=1[O:7][C:8]1[CH:13]=[CH:12][CH:11]=[CH:10][C:9]=1[C@:14]([C@@H:22]1[CH2:27][CH2:26][CH2:25][N:24]([C:36]([C:34]2[CH:33]=[CH:32][N:31]=[C:30]([NH2:29])[CH:35]=2)=[O:37])[CH2:23]1)([OH:21])[CH2:15][CH2:16][CH2:17][CH2:18][O:19][CH3:20]. The yield is 0.950. (5) The reactants are Cl[C:2]1[C:3]2[CH:10]=[CH:9][N:8]([C@@H:11]3[O:27][C@H:26]([CH2:28][O:29][CH2:30][C:31]4[CH:36]=[CH:35][C:34]([Cl:37])=[CH:33][C:32]=4[Cl:38])[C@@H:15]([O:16][CH2:17][C:18]4[CH:23]=[CH:22][C:21]([Cl:24])=[CH:20][C:19]=4[Cl:25])[C@@:12]3([CH3:39])[O:13][CH3:14])[C:4]=2[N:5]=[CH:6][N:7]=1.[NH3:40]. The product is [NH2:40][C:2]1[C:3]2[CH:10]=[CH:9][N:8]([C@@H:11]3[O:27][C@H:26]([CH2:15][O:16][CH2:17][C:18]4[CH:23]=[CH:22][C:21]([Cl:24])=[CH:20][C:19]=4[Cl:25])[C@@H:28]([O:29][CH2:30][C:31]4[CH:36]=[CH:35][C:34]([Cl:37])=[CH:33][C:32]=4[Cl:38])[C@@:12]3([CH3:39])[O:13][CH3:14])[C:4]=2[N:5]=[CH:6][N:7]=1. No catalyst specified. The yield is 0.712. (6) The reactants are [Br:1]N1C(=O)CCC1=O.C1(P(C2C=CC=CC=2)C2C=CC=CC=2)C=CC=CC=1.[F:28][C:29]1[CH:34]=[CH:33][C:32]([CH2:35][O:36][CH2:37][CH2:38]O)=[CH:31][CH:30]=1. The catalyst is C(Cl)Cl.[Al]. The product is [Br:1][CH2:38][CH2:37][O:36][CH2:35][C:32]1[CH:33]=[CH:34][C:29]([F:28])=[CH:30][CH:31]=1. The yield is 0.480. (7) The reactants are C(OC(=O)[NH:7][C:8]1[CH:13]=[C:12]([NH:14][C:15]2[N:16]=[CH:17][C:18]3[N:23]=[C:22]([NH:24][C:25](=[O:27])[CH3:26])[S:21][C:19]=3[N:20]=2)[C:11]([Cl:28])=[CH:10][C:9]=1[F:29])(C)(C)C.C1(OC)C=CC=CC=1. The catalyst is FC(F)(F)C(O)=O. The product is [NH2:7][C:8]1[C:9]([F:29])=[CH:10][C:11]([Cl:28])=[C:12]([NH:14][C:15]2[N:16]=[CH:17][C:18]3[N:23]=[C:22]([NH:24][C:25](=[O:27])[CH3:26])[S:21][C:19]=3[N:20]=2)[CH:13]=1. The yield is 0.740. (8) The reactants are [CH3:1][C:2]1([CH3:25])[CH2:7][CH2:6][C:5]([C:8]2[C:13]([NH2:14])=[CH:12][CH:11]=[C:10]([CH:15]3[CH2:20][C:19]([CH3:22])([CH3:21])[O:18][C:17]([CH3:24])([CH3:23])[CH2:16]3)[N:9]=2)=[CH:4][CH2:3]1.[C:26]([C:28]1[N:29]=[C:30]([C:41](O)=[O:42])[N:31]([CH2:33][O:34][CH2:35][CH2:36][Si:37]([CH3:40])([CH3:39])[CH3:38])[CH:32]=1)#[N:27].[K]. No catalyst specified. The product is [CH3:1][C:2]1([CH3:25])[CH2:7][CH2:6][C:5]([C:8]2[C:13]([NH:14][C:41]([C:30]3[N:31]([CH2:33][O:34][CH2:35][CH2:36][Si:37]([CH3:40])([CH3:39])[CH3:38])[CH:32]=[C:28]([C:26]#[N:27])[N:29]=3)=[O:42])=[CH:12][CH:11]=[C:10]([CH:15]3[CH2:16][C:17]([CH3:24])([CH3:23])[O:18][C:19]([CH3:22])([CH3:21])[CH2:20]3)[N:9]=2)=[CH:4][CH2:3]1. The yield is 0.920. (9) The yield is 0.680. The catalyst is CN(C=O)C. The product is [C:1]([C:5]1[C:6]([N+:15]([O-:17])=[O:16])=[CH:7][C:8]([N+:12]([O-:14])=[O:13])=[C:9](/[CH:11]=[CH:36]/[N:38]([CH3:40])[CH3:39])[CH:10]=1)([CH3:4])([CH3:2])[CH3:3]. The reactants are [C:1]([C:5]1[CH:10]=[C:9]([CH3:11])[C:8]([N+:12]([O-:14])=[O:13])=[CH:7][C:6]=1[N+:15]([O-:17])=[O:16])([CH3:4])([CH3:3])[CH3:2].C(C1C=CC([N+]([O-])=O)=C(C)C=1[N+]([O-])=O)(C)(C)C.C[C:36]([N:38]([CH3:40])[CH3:39])=O.